Predict the product of the given reaction. From a dataset of Forward reaction prediction with 1.9M reactions from USPTO patents (1976-2016). (1) Given the reactants [C:1]([O:5][C:6](=[O:23])[NH:7][C:8]1[CH:13]=[CH:12][C:11]([C:14]#[C:15][C:16]2[CH:21]=[CH:20][CH:19]=[CH:18][CH:17]=2)=[CH:10][C:9]=1[NH2:22])([CH3:4])([CH3:3])[CH3:2].C([O:28][C:29](=O)[CH2:30][C:31]([C:33]1[CH:38]=[CH:37][CH:36]=[C:35]([N:39]2[CH:43]=[C:42]([CH3:44])[N:41]=[C:40]2[CH3:45])[CH:34]=1)=[O:32])(C)(C)C, predict the reaction product. The product is: [C:1]([O:5][C:6](=[O:23])[NH:7][C:8]1[CH:13]=[CH:12][C:11]([C:14]#[C:15][C:16]2[CH:17]=[CH:18][CH:19]=[CH:20][CH:21]=2)=[CH:10][C:9]=1[NH:22][C:29](=[O:28])[CH2:30][C:31]([C:33]1[CH:38]=[CH:37][CH:36]=[C:35]([N:39]2[CH:43]=[C:42]([CH3:44])[N:41]=[C:40]2[CH3:45])[CH:34]=1)=[O:32])([CH3:4])([CH3:2])[CH3:3]. (2) The product is: [Cl:17][C:3]1[C:2]([Cl:1])=[C:8]([CH3:9])[CH:7]=[CH:6][C:4]=1[NH2:5]. Given the reactants [Cl:1][C:2]1[CH:3]=[C:4]([CH:6]=[CH:7][C:8]=1[CH3:9])[NH2:5].C1C(=O)N([Cl:17])C(=O)C1.O.C(OCC)(=O)C, predict the reaction product. (3) The product is: [F:1][C:2]([F:7])([F:6])[C:3]([OH:5])=[O:4].[C:8]([C:12]1[CH:13]=[CH:14][C:15]([C:18]([C:37]2[NH:38][C:39](=[O:48])[C:40]([C:43]3([OH:47])[CH2:44][CH2:45][CH2:46]3)=[CH:41][CH:42]=2)=[CH:19][C@H:20]2[CH2:21][CH2:22][C:23](=[O:36])[NH:24]2)=[CH:16][CH:17]=1)([CH3:11])([CH3:9])[CH3:10]. Given the reactants [F:1][C:2]([F:7])([F:6])[C:3]([OH:5])=[O:4].[C:8]([C:12]1[CH:17]=[CH:16][C:15]([C:18]([C:37]2[CH:42]=[CH:41][C:40]([C:43]3([OH:47])[CH2:46][CH2:45][CH2:44]3)=[C:39]([O:48]C)[N:38]=2)=[CH:19][CH:20]2[N:24](CC3C=CC(OC)=CC=3OC)[C:23](=[O:36])[CH2:22][CH2:21]2)=[CH:14][CH:13]=1)([CH3:11])([CH3:10])[CH3:9], predict the reaction product. (4) Given the reactants CCCC[N+](CCCC)(CCCC)CCCC.[F-].[C:19]1([Si:25]([C:83]2[CH:88]=[CH:87][CH:86]=[CH:85][CH:84]=2)([C:77]2[CH:82]=[CH:81][CH:80]=[CH:79][CH:78]=2)[C:26]2[CH:27]=[CH:28][C:29]3[N:30]([Si](C4C=CC=CC=4)(C4C=CC=CC=4)C4C=CC=CC=4)[C:31]4[C:36]([C:37]=3[CH:38]=2)=[CH:35][C:34]([Si:39]([C:52]2[CH:57]=[CH:56][CH:55]=[CH:54][CH:53]=2)([C:46]2[CH:51]=[CH:50][CH:49]=[CH:48][CH:47]=2)[C:40]2[CH:45]=[CH:44][CH:43]=[CH:42][CH:41]=2)=[CH:33][CH:32]=4)[CH:24]=[CH:23][CH:22]=[CH:21][CH:20]=1, predict the reaction product. The product is: [C:52]1([Si:39]([C:40]2[CH:41]=[CH:42][CH:43]=[CH:44][CH:45]=2)([C:46]2[CH:47]=[CH:48][CH:49]=[CH:50][CH:51]=2)[C:34]2[CH:33]=[CH:32][C:31]3[NH:30][C:29]4[C:37]([C:36]=3[CH:35]=2)=[CH:38][C:26]([Si:25]([C:19]2[CH:20]=[CH:21][CH:22]=[CH:23][CH:24]=2)([C:77]2[CH:82]=[CH:81][CH:80]=[CH:79][CH:78]=2)[C:83]2[CH:88]=[CH:87][CH:86]=[CH:85][CH:84]=2)=[CH:27][CH:28]=4)[CH:57]=[CH:56][CH:55]=[CH:54][CH:53]=1. (5) Given the reactants Cl.[CH2:2]1[C:7]2([CH2:12][CH2:11][NH:10][CH2:9][CH2:8]2)[CH2:6][CH2:5][N:4]([C:13]([O:15]C(C)(C)C)=O)[CH2:3]1.[NH2:20][C:21]1[N:22]=[N:23][CH:24]=[CH:25][C:26]=1C(O)=O.CC1(C)OC2C=CC=C(C=O)C=2O1, predict the reaction product. The product is: [CH2:6]1[C:7]2([CH2:8][CH2:9][NH:10][CH2:11][CH2:12]2)[CH2:2][CH2:3][N:4]([C:13]([C:26]2[CH:25]=[CH:24][N:23]=[N:22][C:21]=2[NH2:20])=[O:15])[CH2:5]1. (6) Given the reactants [CH2:1]([C:3]1[CH:4]=[C:5]([CH2:27]O)[S:6][C:7]=1[C:8]1[N:12]=[C:11]([C:13]2[CH:18]=[CH:17][C:16]([O:19][C:20]3[CH:25]=[CH:24][CH:23]=[CH:22][CH:21]=3)=[C:15]([F:26])[CH:14]=2)[O:10][N:9]=1)[CH3:2].C(Br)(Br)(Br)Br.C1(P(C2C=CC=CC=2)C2C=CC=CC=2)C=CC=CC=1.Cl.[NH:54]1[CH2:57][CH:56]([C:58]([O:60][CH3:61])=[O:59])[CH2:55]1.C(N(CC)C(C)C)(C)C, predict the reaction product. The product is: [CH2:1]([C:3]1[CH:4]=[C:5]([CH2:27][N:54]2[CH2:57][CH:56]([C:58]([O:60][CH3:61])=[O:59])[CH2:55]2)[S:6][C:7]=1[C:8]1[N:12]=[C:11]([C:13]2[CH:18]=[CH:17][C:16]([O:19][C:20]3[CH:21]=[CH:22][CH:23]=[CH:24][CH:25]=3)=[C:15]([F:26])[CH:14]=2)[O:10][N:9]=1)[CH3:2]. (7) Given the reactants [CH:1]1([C:4]2[N:5]=[C:6](S)[N:7]([C:9]3[CH:10]=[CH:11][C:12]([F:21])=[C:13]([CH:20]=3)[C:14]([O:16][CH:17]([CH3:19])[CH3:18])=[O:15])[CH:8]=2)[CH2:3][CH2:2]1.[N+]([O-])(O)=O, predict the reaction product. The product is: [CH:1]1([C:4]2[N:5]=[CH:6][N:7]([C:9]3[CH:10]=[CH:11][C:12]([F:21])=[C:13]([CH:20]=3)[C:14]([O:16][CH:17]([CH3:18])[CH3:19])=[O:15])[CH:8]=2)[CH2:2][CH2:3]1.